Dataset: Catalyst prediction with 721,799 reactions and 888 catalyst types from USPTO. Task: Predict which catalyst facilitates the given reaction. (1) Reactant: S(O)(O)(=O)=O.[NH2:6][C:7]1[NH:8][CH:9]=[CH:10][N:11]=1.[NH2:6][C:7]1[NH:8][CH:9]=[CH:10][N:11]=1.[C:18](OCC)(=[O:23])[CH2:19][C:20]([CH3:22])=O. Product: [CH3:22][C:20]1[CH:19]=[C:18]([OH:23])[N:8]2[CH:9]=[CH:10][N:11]=[C:7]2[N:6]=1. The catalyst class is: 15. (2) Reactant: Br[C:2]1[CH:7]=[CH:6][C:5]([Cl:8])=[CH:4][CH:3]=1.[Li]CCCC.[O:14]=[C:15]1[C:20]2([CH2:22][CH2:21]2)[CH2:19][N:18]([C:23]([O:25][C:26]([CH3:29])([CH3:28])[CH3:27])=[O:24])[CH2:17][CH2:16]1. Product: [Cl:8][C:5]1[CH:6]=[CH:7][C:2]([C:15]2([OH:14])[C:20]3([CH2:22][CH2:21]3)[CH2:19][N:18]([C:23]([O:25][C:26]([CH3:28])([CH3:27])[CH3:29])=[O:24])[CH2:17][CH2:16]2)=[CH:3][CH:4]=1. The catalyst class is: 1. (3) Reactant: [C:1]1(=[O:7])[CH2:5][CH2:4][C:3](=[O:6])[CH2:2]1.N1C=CN=C1.[F:13][C:14]([F:23])([F:22])[C:15](N1C=CN=C1)=[O:16]. Product: [F:13][C:14]([F:23])([F:22])[C:15]([CH:2]1[C:3](=[O:6])[CH2:4][CH2:5][C:1]1=[O:7])=[O:16]. The catalyst class is: 2.